Predict the reactants needed to synthesize the given product. From a dataset of Full USPTO retrosynthesis dataset with 1.9M reactions from patents (1976-2016). (1) Given the product [OH:9][C:8]1[C:3](=[O:2])[NH:4][CH:5]=[C:6]([CH2:11][CH2:12][C:13]2[CH:14]=[CH:15][CH:16]=[C:17]([CH3:21])[CH:18]=2)[CH:7]=1, predict the reactants needed to synthesize it. The reactants are: C[O:2][C:3]1[C:8]([O:9]C)=[CH:7][C:6]([C:11]#[C:12][C:13]2[CH:18]=[CH:17][CH:16]=[CH:15][C:14]=2C)=[CH:5][N:4]=1.I[C:21]1C=CC(C)=CC=1. (2) Given the product [N:1]1([C:6]2[CH:7]=[CH:8][C:9]([NH:12][C:13]([CH:15]3[C:24]4[C:19](=[CH:20][CH:21]=[CH:22][CH:23]=4)[C:18](=[O:25])[N:17]([CH2:26][CH2:27][O:28][CH3:29])[CH:16]3[C:30]#[CH:31])=[O:14])=[CH:10][CH:11]=2)[CH:5]=[CH:4][CH:3]=[CH:2]1, predict the reactants needed to synthesize it. The reactants are: [N:1]1([C:6]2[CH:11]=[CH:10][C:9]([NH:12][C:13]([CH:15]3[C:24]4[C:19](=[CH:20][CH:21]=[CH:22][CH:23]=4)[C:18](=[O:25])[N:17]([CH2:26][CH2:27][O:28][CH3:29])[CH:16]3[C:30]#[C:31][Si](C)(C)C)=[O:14])=[CH:8][CH:7]=2)[CH:5]=[CH:4][CH:3]=[CH:2]1.C(=O)([O-])[O-].[K+].[K+]. (3) Given the product [CH3:37][O:38][C:39](=[O:49])[CH2:40][C:41]1[CH:42]=[CH:43][C:44]([CH2:47][NH:7][CH:8]2[CH2:13][CH2:12][N:11]([CH2:14][CH2:15][CH2:16][N:17]3[C:25](=[O:26])[NH:24][C:23]4[C:18]3=[N:19][C:20]([O:28][CH2:29][CH2:30][CH2:31][CH3:32])=[N:21][C:22]=4[NH2:27])[CH2:10][CH2:9]2)=[CH:45][CH:46]=1, predict the reactants needed to synthesize it. The reactants are: C(OC(=O)[NH:7][CH:8]1[CH2:13][CH2:12][N:11]([CH2:14][CH2:15][CH2:16][N:17]2[C:25](=[O:26])[NH:24][C:23]3[C:18]2=[N:19][C:20]([O:28][CH2:29][CH2:30][CH2:31][CH3:32])=[N:21][C:22]=3[NH2:27])[CH2:10][CH2:9]1)(C)(C)C.Cl.CO.[CH3:37][O:38][C:39](=[O:49])[CH2:40][C:41]1[CH:46]=[CH:45][C:44]([CH:47]=O)=[CH:43][CH:42]=1.C([BH3-])#N.[Na+].C(=O)([O-])[O-].[Na+].[Na+]. (4) Given the product [NH2:1][C:14]1[N:15]([CH3:18])[C:16](=[O:17])[C:10]2([N:13]=1)[C:11]1[C:6](=[CH:5][CH:4]=[C:3]([Br:2])[CH:12]=1)[CH2:7][C:8]([CH3:21])([CH3:20])[CH2:9]2, predict the reactants needed to synthesize it. The reactants are: [NH3:1].[Br:2][C:3]1[CH:12]=[C:11]2[C:6]([CH2:7][C:8]([CH3:21])([CH3:20])[CH2:9][C:10]32[C:16](=[O:17])[N:15]([CH3:18])[C:14](=S)[NH:13]3)=[CH:5][CH:4]=1. (5) Given the product [C:1]([O:5][C:6](=[O:26])[C:7]1[CH:12]=[CH:11][C:10]([CH2:13][N:14]2[C:23](=[O:24])[CH:22]=[C:21]3[C:16]([CH:17]=[C:18]([C:35]#[C:36][CH2:42][N:43]4[CH:46]=[CH:30][N:31]=[CH:44]4)[CH:19]=[CH:20]3)=[CH:15]2)=[CH:9][CH:8]=1)([CH3:4])([CH3:3])[CH3:2], predict the reactants needed to synthesize it. The reactants are: [C:1]([O:5][C:6](=[O:26])[C:7]1[CH:12]=[CH:11][C:10]([CH2:13][N:14]2[C:23](=[O:24])[CH:22]=[C:21]3[C:16]([CH:17]=[C:18](Br)[CH:19]=[CH:20]3)=[CH:15]2)=[CH:9][CH:8]=1)([CH3:4])([CH3:3])[CH3:2].C([CH:30]1C=NN=[N:31]1)C#C.[CH2:35](N(CC)CC)[CH3:36].[CH3:42][N:43]([CH3:46])[CH:44]=O. (6) Given the product [C:23]([O:22][C:20](=[O:21])[C:19]([S:18][C:15]1[S:16][CH:17]=[C:13]([CH2:12][CH2:11][O:10][C:7]2[CH:6]=[CH:5][C:4]([C:3]([OH:29])=[O:2])=[CH:9][CH:8]=2)[N:14]=1)([CH3:28])[CH3:27])([CH3:24])([CH3:25])[CH3:26], predict the reactants needed to synthesize it. The reactants are: C[O:2][C:3](=[O:29])[C:4]1[CH:9]=[CH:8][C:7]([O:10][CH2:11][CH2:12][C:13]2[N:14]=[C:15]([S:18][C:19]([CH3:28])([CH3:27])[C:20]([O:22][C:23]([CH3:26])([CH3:25])[CH3:24])=[O:21])[S:16][CH:17]=2)=[CH:6][CH:5]=1.[OH-].[Na+]. (7) Given the product [I:18][C:14]1[CH:13]=[C:12]([N:4]2[CH2:5][CH2:7][C:27](=[O:26])[NH:1][C:2]2=[O:3])[CH:17]=[CH:16][CH:15]=1, predict the reactants needed to synthesize it. The reactants are: [NH2:1][C:2]([N:4]([C:12]1[CH:17]=[CH:16][CH:15]=[C:14]([I:18])[CH:13]=1)[C@H:5]([C:7](OCC)=O)C)=[O:3].C[Si](C)(C)[O-].[K+].Cl.[O:26]1CCC[CH2:27]1. (8) Given the product [CH2:22]([O:24][C:25]([C@H:27]1[C@@H:32]([N:33]([C:17](=[O:19])[CH2:16][C:11]2[NH:10][C:9]3[CH:20]=[CH:21][C:6]([NH:5][S:2]([CH3:1])(=[O:3])=[O:4])=[CH:7][C:8]=3[S:13](=[O:14])(=[O:15])[N:12]=2)[CH2:34][CH2:35][CH:36]([CH3:38])[CH3:37])[C@H:31]2[CH2:39][C@@H:28]1[CH2:29][CH2:30]2)=[O:26])[CH3:23], predict the reactants needed to synthesize it. The reactants are: [CH3:1][S:2]([NH:5][C:6]1[CH:21]=[CH:20][C:9]2[NH:10][C:11]([CH2:16][C:17]([OH:19])=O)=[N:12][S:13](=[O:15])(=[O:14])[C:8]=2[CH:7]=1)(=[O:4])=[O:3].[CH2:22]([O:24][C:25]([C@H:27]1[C@@H:32]([NH:33][CH2:34][CH2:35][CH:36]([CH3:38])[CH3:37])[C@H:31]2[CH2:39][C@@H:28]1[CH2:29][CH2:30]2)=[O:26])[CH3:23].Cl.CN(C)CCCN=C=NCC.CN1CCOCC1.Cl. (9) Given the product [Cl:7][C:8]1[CH:13]=[CH:12][C:11]([S:14]([NH:17][C@@H:18]2[CH2:24][CH2:23][CH2:22][CH2:21][CH2:20][C@@H:19]2[CH2:25][OH:26])(=[O:15])=[O:16])=[CH:10][CH:9]=1, predict the reactants needed to synthesize it. The reactants are: [H-].[Al+3].[Li+].[H-].[H-].[H-].[Cl:7][C:8]1[CH:13]=[CH:12][C:11]([S:14]([NH:17][C@H:18]2[CH2:24][CH2:23][CH2:22][CH2:21][CH2:20][C@H:19]2[C:25](OC)=[O:26])(=[O:16])=[O:15])=[CH:10][CH:9]=1.